Predict the reaction yield, written as a fraction of the theoretical maximum amount of product (1.0 means a 100% yield; for example, 0.34 means a 34% yield). From a dataset of Reaction yield outcomes from USPTO patents with 853,638 reactions. (1) The reactants are C1(P(C2C=CC=CC=2)C2C=CC=CC=2)C=CC=CC=1.O[CH2:21][C:22]([CH2:45][CH3:46])=[CH:23][CH2:24][C:25]1[C:33]([O:34][CH2:35][CH2:36][Si:37]([CH3:40])([CH3:39])[CH3:38])=[C:32]2[C:28]([CH2:29][O:30][C:31]2=[O:41])=[C:27]([CH3:42])[C:26]=1[O:43][CH3:44].C(Br)(Br)(Br)[Br:48]. The catalyst is ClCCl. The product is [Br:48][CH2:21][C:22]([CH2:45][CH3:46])=[CH:23][CH2:24][C:25]1[C:33]([O:34][CH2:35][CH2:36][Si:37]([CH3:40])([CH3:39])[CH3:38])=[C:32]2[C:28]([CH2:29][O:30][C:31]2=[O:41])=[C:27]([CH3:42])[C:26]=1[O:43][CH3:44]. The yield is 0.770. (2) The reactants are Cl[C:2]([O:4][CH2:5][CH3:6])=[O:3].[N:7]1([C:21]([O:23][C:24]([CH3:27])([CH3:26])[CH3:25])=[O:22])[CH2:12][CH2:11][C:10]2([NH:17][CH2:16][CH2:15][N:14]3[CH:18]=[CH:19][CH:20]=[C:13]23)[CH2:9][CH2:8]1.C([O-])([O-])=O.[K+].[K+]. The catalyst is C(#N)C. The product is [C:10]12([CH2:11][CH2:12][N:7]([C:21]([O:23][C:24]([CH3:27])([CH3:26])[CH3:25])=[O:22])[CH2:8][CH2:9]1)[N:17]([C:2]([O:4][CH2:5][CH3:6])=[O:3])[CH2:16][CH2:15][N:14]1[CH:18]=[CH:19][CH:20]=[C:13]21. The yield is 0.630. (3) The reactants are [F:1][C:2]([F:44])([F:43])[C:3]1[CH:8]=[CH:7][N:6]=[C:5]([N:9]2[CH2:14][C@@H:13]3[CH2:15][C@H:10]2[CH2:11][N:12]3[C:16]([C@@:18]23[CH2:25][CH2:24][CH2:23][C@@H:22]2[CH2:21][C@H:20]([N:26]2[CH2:31][CH2:30][CH:29]([C:32]4[CH:33]=[C:34]([CH:40]=[CH:41][CH:42]=4)[C:35]([O:37]CC)=[O:36])[CH2:28][CH2:27]2)[CH2:19]3)=[O:17])[CH:4]=1.C[O-].[Na+].Cl. The catalyst is CO. The product is [CH2:5]([NH:6][CH2:7][CH3:8])[CH3:4].[F:44][C:2]([F:1])([F:43])[C:3]1[CH:8]=[CH:7][N:6]=[C:5]([N:9]2[CH2:14][C@@H:13]3[CH2:15][C@H:10]2[CH2:11][N:12]3[C:16]([C@@:18]23[CH2:25][CH2:24][CH2:23][C@@H:22]2[CH2:21][C@H:20]([N:26]2[CH2:27][CH2:28][CH:29]([C:32]4[CH:33]=[C:34]([CH:40]=[CH:41][CH:42]=4)[C:35]([OH:37])=[O:36])[CH2:30][CH2:31]2)[CH2:19]3)=[O:17])[CH:4]=1. The yield is 0.000500. (4) The reactants are [OH-].[NH4+].C(=O)(OCC)[O:4][C:5]1[CH:10]=[C:9]([N+:11]([O-:13])=[O:12])[CH:8]=[C:7]([F:14])[C:6]=1[F:15]. The catalyst is CCOC(C)=O. The product is [F:15][C:6]1[C:7]([F:14])=[CH:8][C:9]([N+:11]([O-:13])=[O:12])=[CH:10][C:5]=1[OH:4]. The yield is 0.850. (5) The catalyst is CN(C=O)C. The yield is 0.870. The reactants are [C-:1]#[N:2].[Na+].CS(O[CH2:9][CH:10]([NH:18][C:19]([O:21][C:22]([CH3:25])([CH3:24])[CH3:23])=[O:20])[C:11]1[CH:16]=[CH:15][C:14]([Cl:17])=[CH:13][CH:12]=1)(=O)=O. The product is [Cl:17][C:14]1[CH:15]=[CH:16][C:11]([CH:10]([NH:18][C:19](=[O:20])[O:21][C:22]([CH3:25])([CH3:24])[CH3:23])[CH2:9][C:1]#[N:2])=[CH:12][CH:13]=1. (6) The reactants are [NH:1]1[CH2:11][CH2:10][CH:4](C(OCC)=O)[CH2:3][CH2:2]1.[C:12](O[C:12]([O:14][C:15]([CH3:18])([CH3:17])[CH3:16])=[O:13])([O:14][C:15]([CH3:18])([CH3:17])[CH3:16])=[O:13]. The catalyst is C1COCC1. The product is [C:12]([N:1]1[CH2:2][CH2:3][CH2:4][CH2:10][CH2:11]1)([O:14][C:15]([CH3:18])([CH3:17])[CH3:16])=[O:13]. The yield is 1.00. (7) The reactants are [CH3:1][O:2][C:3]1[C:4]([O:16][CH2:17][CH2:18][CH2:19][Cl:20])=[CH:5][C:6]([N+:13]([O-])=O)=[C:7]([CH:12]=1)[C:8]([O:10][CH3:11])=[O:9].[H][H]. The catalyst is [Pd].CO. The product is [CH3:1][O:2][C:3]1[CH:12]=[C:7]([C:8]([O:10][CH3:11])=[O:9])[C:6]([NH2:13])=[CH:5][C:4]=1[O:16][CH2:17][CH2:18][CH2:19][Cl:20]. The yield is 0.952.